Dataset: Peptide-MHC class I binding affinity with 185,985 pairs from IEDB/IMGT. Task: Regression. Given a peptide amino acid sequence and an MHC pseudo amino acid sequence, predict their binding affinity value. This is MHC class I binding data. The peptide sequence is SPAIFQYTM. The MHC is HLA-B53:01 with pseudo-sequence HLA-B53:01. The binding affinity (normalized) is 0.446.